Task: Regression. Given two drug SMILES strings and cell line genomic features, predict the synergy score measuring deviation from expected non-interaction effect.. Dataset: NCI-60 drug combinations with 297,098 pairs across 59 cell lines Drug 1: C1CCC(C1)C(CC#N)N2C=C(C=N2)C3=C4C=CNC4=NC=N3. Drug 2: CC(CN1CC(=O)NC(=O)C1)N2CC(=O)NC(=O)C2. Cell line: OVCAR-4. Synergy scores: CSS=3.16, Synergy_ZIP=-3.03, Synergy_Bliss=-4.88, Synergy_Loewe=-4.80, Synergy_HSA=-4.93.